Dataset: HIV replication inhibition screening data with 41,000+ compounds from the AIDS Antiviral Screen. Task: Binary Classification. Given a drug SMILES string, predict its activity (active/inactive) in a high-throughput screening assay against a specified biological target. (1) The drug is Cc1n[nH]c(=O)n1N1C(=O)CCCC1=O. The result is 0 (inactive). (2) The molecule is CC(=O)N1CC(=O)N2C(=O)C(=Cc3ccc(Cl)cc3)N=C12. The result is 0 (inactive). (3) The compound is COC1CC(OC2C(C)OC(OC3C(C)OC(OC4C(C)OC(OC5CCC6(C)C(=CCC7(O)C6CC(OC(=O)C=Cc6ccccc6)C6(C)C(O)(C(C)=O)CCC76O)C5)CC4OC)CC3OC)CC2OC)OC(C)C1O. The result is 0 (inactive).